Dataset: Full USPTO retrosynthesis dataset with 1.9M reactions from patents (1976-2016). Task: Predict the reactants needed to synthesize the given product. (1) The reactants are: [Cl:1][C:2]1[CH:3]=[C:4]([CH:9]=[CH:10][C:11]([OH:13])=[O:12])[CH:5]=[C:6]([Cl:8])[CH:7]=1. Given the product [Cl:1][C:2]1[CH:3]=[C:4]([CH2:9][CH2:10][C:11]([OH:13])=[O:12])[CH:5]=[C:6]([Cl:8])[CH:7]=1, predict the reactants needed to synthesize it. (2) Given the product [NH2:18][C:15]1[CH:14]=[CH:13][C:12]([C:11]([NH:20][CH:21]2[CH2:26][CH2:25][N:24]([CH2:27][CH3:28])[CH2:23][CH2:22]2)=[O:19])=[CH:17][CH:16]=1, predict the reactants needed to synthesize it. The reactants are: N1(O[C:11](=[O:19])[C:12]2[CH:17]=[CH:16][C:15]([NH2:18])=[CH:14][CH:13]=2)C2C=CC=CC=2N=N1.[NH2:20][CH:21]1[CH2:26][CH2:25][N:24]([CH2:27][CH3:28])[CH2:23][CH2:22]1.C(N(CC)CC)C.